From a dataset of Reaction yield outcomes from USPTO patents with 853,638 reactions. Predict the reaction yield, written as a fraction of the theoretical maximum amount of product (1.0 means a 100% yield; for example, 0.34 means a 34% yield). (1) The reactants are [Cl:1][C:2]1[CH:3]=[C:4]2[C:10]([C:11]3[N:16]=[C:15]([NH:17][C@H:18]4[CH2:22][CH2:21][N:20](S(C)(=O)=O)[CH2:19]4)[C:14]([F:27])=[CH:13][N:12]=3)=[CH:9][NH:8][C:5]2=[N:6][CH:7]=1.[CH3:28][O:29][CH2:30][C:31](Cl)=[O:32]. No catalyst specified. The product is [Cl:1][C:2]1[CH:3]=[C:4]2[C:10]([C:11]3[N:16]=[C:15]([NH:17][C@H:18]4[CH2:22][CH2:21][N:20]([C:31](=[O:32])[CH2:30][O:29][CH3:28])[CH2:19]4)[C:14]([F:27])=[CH:13][N:12]=3)=[CH:9][NH:8][C:5]2=[N:6][CH:7]=1. The yield is 0.330. (2) The reactants are [Cl-].O[NH3+:3].[C:4](=[O:7])([O-])[OH:5].[Na+].CS(C)=O.[CH2:13]([C:17]1[N:21]([CH2:22][C:23]2[CH:28]=[CH:27][C:26]([C:29]3[C:30]([C:35]#[N:36])=[CH:31][CH:32]=[CH:33][CH:34]=3)=[CH:25][CH:24]=2)[C:20](=[O:37])[N:19]([C:38]2[CH:39]=[CH:40][C:41]3[O:45][C:44]([CH3:47])([CH3:46])[CH2:43][C:42]=3[CH:48]=2)[N:18]=1)[CH2:14][CH2:15][CH3:16]. The catalyst is C(OCC)(=O)C. The yield is 0.380. The product is [CH2:13]([C:17]1[N:21]([CH2:22][C:23]2[CH:24]=[CH:25][C:26]([C:29]3[CH:34]=[CH:33][CH:32]=[CH:31][C:30]=3[C:35]3[NH:3][C:4](=[O:7])[O:5][N:36]=3)=[CH:27][CH:28]=2)[C:20](=[O:37])[N:19]([C:38]2[CH:39]=[CH:40][C:41]3[O:45][C:44]([CH3:47])([CH3:46])[CH2:43][C:42]=3[CH:48]=2)[N:18]=1)[CH2:14][CH2:15][CH3:16]. (3) The reactants are [F:1][C:2]1[C:3]2[CH:4]=[C:5]3[C:14]4[N:15]=[C:16]([C:19]5[C:20]([N:39]([CH3:44])[S:40]([CH3:43])(=[O:42])=[O:41])=[CH:21][C:22]6[O:26][C:25]([C:27]7[CH:32]=[CH:31][C:30]([F:33])=[CH:29][CH:28]=7)=[C:24]([C:34](=[O:37])[NH:35][CH3:36])[C:23]=6[CH:38]=5)[CH:17]=[CH:18][C:13]=4[O:12][CH:11]([CH2:45][NH:46][CH2:47][C:48]([O:50]CC)=[O:49])[N:6]3[C:7]=2[CH:8]=[CH:9][CH:10]=1.O[Li].O. The catalyst is O1CCOCC1.O. The product is [F:1][C:2]1[C:3]2[CH:4]=[C:5]3[C:14]4[N:15]=[C:16]([C:19]5[C:20]([N:39]([CH3:44])[S:40]([CH3:43])(=[O:42])=[O:41])=[CH:21][C:22]6[O:26][C:25]([C:27]7[CH:28]=[CH:29][C:30]([F:33])=[CH:31][CH:32]=7)=[C:24]([C:34](=[O:37])[NH:35][CH3:36])[C:23]=6[CH:38]=5)[CH:17]=[CH:18][C:13]=4[O:12][CH:11]([CH2:45][NH:46][CH2:47][C:48]([OH:50])=[O:49])[N:6]3[C:7]=2[CH:8]=[CH:9][CH:10]=1. The yield is 0.910. (4) The reactants are [F:1][C:2]1[CH:3]=[C:4]([CH:7]=[C:8]([O:11]C)[C:9]=1[OH:10])[CH:5]=[O:6].B(Br)(Br)Br. The catalyst is ClCCl. The product is [F:1][C:2]1[CH:3]=[C:4]([CH:7]=[C:8]([OH:11])[C:9]=1[OH:10])[CH:5]=[O:6]. The yield is 0.890. (5) The reactants are [C:1]([Si:3]([CH3:6])([CH3:5])[CH3:4])#[CH:2].[Li]CCCC.[O:12]1[CH2:16][CH2:15][O:14][CH:13]1[CH:17]1[CH2:22][CH2:21][C:20](=[O:23])[CH2:19][CH2:18]1. The catalyst is C1COCC1. The product is [O:12]1[CH2:16][CH2:15][O:14][CH:13]1[CH:17]1[CH2:22][CH2:21][C:20]([C:2]#[C:1][Si:3]([CH3:6])([CH3:5])[CH3:4])([OH:23])[CH2:19][CH2:18]1. The yield is 0.910. (6) The reactants are Br[C:2]1[CH:21]=[CH:20][C:5]2[C:6]([CH3:19])=[C:7]([C:9]([C:11]3[CH:16]=[CH:15][C:14]([Cl:17])=[CH:13][C:12]=3[Cl:18])=[O:10])[O:8][C:4]=2[CH:3]=1.[B:22]1([B:22]2[O:26][C:25]([CH3:28])([CH3:27])[C:24]([CH3:30])([CH3:29])[O:23]2)[O:26][C:25]([CH3:28])([CH3:27])[C:24]([CH3:30])([CH3:29])[O:23]1.C([O-])(=O)C.[K+]. The catalyst is CN(C)C=O.ClCCl. The product is [Cl:18][C:12]1[CH:13]=[C:14]([Cl:17])[CH:15]=[CH:16][C:11]=1[C:9]([C:7]1[O:8][C:4]2[CH:3]=[C:2]([B:22]3[O:26][C:25]([CH3:28])([CH3:27])[C:24]([CH3:30])([CH3:29])[O:23]3)[CH:21]=[CH:20][C:5]=2[C:6]=1[CH3:19])=[O:10]. The yield is 0.730.